Task: Predict the product of the given reaction.. Dataset: Forward reaction prediction with 1.9M reactions from USPTO patents (1976-2016) (1) Given the reactants [N:1]([CH2:4][C:5]1[C:6]([CH3:25])=[N:7][C:8]2[N:9]([CH:19]=[C:20]([C:22]([OH:24])=O)[N:21]=2)[C:10]=1[C:11]1[CH:16]=[CH:15][C:14]([Cl:17])=[CH:13][C:12]=1[Cl:18])=[N+:2]=[N-:3].[NH:26]1[CH2:31][CH2:30][O:29][CH2:28][CH2:27]1.C1C=NC2N(O)N=NC=2C=1.C(Cl)CCl.CCN(C(C)C)C(C)C, predict the reaction product. The product is: [N:1]([CH2:4][C:5]1[C:6]([CH3:25])=[N:7][C:8]2[N:9]([CH:19]=[C:20]([C:22]([N:26]3[CH2:31][CH2:30][O:29][CH2:28][CH2:27]3)=[O:24])[N:21]=2)[C:10]=1[C:11]1[CH:16]=[CH:15][C:14]([Cl:17])=[CH:13][C:12]=1[Cl:18])=[N+:2]=[N-:3]. (2) Given the reactants [Cl:1][C:2]1[CH:11]=[CH:10][C:5]([C:6]([NH:8][NH2:9])=[O:7])=[CH:4][N:3]=1.[C:12](Cl)(=[O:14])[CH3:13], predict the reaction product. The product is: [C:12]([NH:9][NH:8][C:6](=[O:7])[C:5]1[CH:10]=[CH:11][C:2]([Cl:1])=[N:3][CH:4]=1)(=[O:14])[CH3:13]. (3) Given the reactants [C:1]1([CH2:7][CH2:8][OH:9])[CH:6]=[CH:5][CH:4]=[CH:3][CH:2]=1.C(N(CC)CC)C.[C:17](Cl)(=[O:24])[C:18]1[CH:23]=[CH:22][CH:21]=[CH:20][CH:19]=1, predict the reaction product. The product is: [C:17]([O:9][CH2:8][CH2:7][C:1]1[CH:6]=[CH:5][CH:4]=[CH:3][CH:2]=1)(=[O:24])[C:18]1[CH:23]=[CH:22][CH:21]=[CH:20][CH:19]=1. (4) Given the reactants Cl[C:2]1[C:14]2[C:13]3[C:8](=[CH:9][CH:10]=[CH:11][CH:12]=3)[NH:7][C:6]=2[N:5]=[C:4]([NH:15][C:16](=[O:21])[C:17]([CH3:20])([CH3:19])[CH3:18])[N:3]=1.[Br:22][C:23]1[CH:24]=[C:25]([CH:27]=[CH:28][CH:29]=1)[NH2:26], predict the reaction product. The product is: [Br:22][C:23]1[CH:24]=[C:25]([NH:26][C:2]2[C:14]3[C:13]4[C:8](=[CH:9][CH:10]=[CH:11][CH:12]=4)[NH:7][C:6]=3[N:5]=[C:4]([NH:15][C:16](=[O:21])[C:17]([CH3:20])([CH3:19])[CH3:18])[N:3]=2)[CH:27]=[CH:28][CH:29]=1. (5) Given the reactants [Br:1][C:2]1[N:3]=[C:4]([C:9]#[C:10][Si](C)(C)C)[C:5]([NH2:8])=[N:6][CH:7]=1.CC(C)([O-])C.[K+], predict the reaction product. The product is: [Br:1][C:2]1[N:3]=[C:4]2[CH:9]=[CH:10][NH:8][C:5]2=[N:6][CH:7]=1. (6) Given the reactants NOS(O)(=O)=O.[C:7]1(=[O:15])[CH2:14][CH2:13][CH2:12][CH2:11][CH2:10][CH2:9][CH2:8]1.[Cl-].[NH4+:17].O, predict the reaction product. The product is: [C:7]1(=[O:15])[CH2:8][CH2:9][CH2:10][CH2:11][CH2:12][CH2:13][CH2:14][NH:17]1.